Dataset: CYP2C19 inhibition data for predicting drug metabolism from PubChem BioAssay. Task: Regression/Classification. Given a drug SMILES string, predict its absorption, distribution, metabolism, or excretion properties. Task type varies by dataset: regression for continuous measurements (e.g., permeability, clearance, half-life) or binary classification for categorical outcomes (e.g., BBB penetration, CYP inhibition). Dataset: cyp2c19_veith. (1) The drug is CCCCn1c(SCC(N)=O)nc2ccc(N3CCOCC3)cc2c1=O. The result is 0 (non-inhibitor). (2) The drug is O=C1C=C(c2cccs2)CC(c2cccs2)C1n1cnc([N+](=O)[O-])c1. The result is 1 (inhibitor).